Dataset: Peptide-MHC class II binding affinity with 134,281 pairs from IEDB. Task: Regression. Given a peptide amino acid sequence and an MHC pseudo amino acid sequence, predict their binding affinity value. This is MHC class II binding data. (1) The peptide sequence is FWRGENGRKTRSAYE. The MHC is DRB1_0101 with pseudo-sequence DRB1_0101. The binding affinity (normalized) is 0.551. (2) The peptide sequence is YLFAKDKSGPLQPGV. The MHC is DRB1_1101 with pseudo-sequence DRB1_1101. The binding affinity (normalized) is 0.470.